This data is from Forward reaction prediction with 1.9M reactions from USPTO patents (1976-2016). The task is: Predict the product of the given reaction. Given the reactants [Cl:1][C:2]1[CH:7]=[C:6]([Cl:8])[CH:5]=[CH:4][C:3]=1[C:9](=[N:12]OS(C1C=CC(C)=CC=1)(=O)=O)[C:10]#[N:11].C(N(CC)CC)C.[C:31]([O:35][CH2:36][CH3:37])(=[O:34])[CH2:32][SH:33], predict the reaction product. The product is: [NH2:11][C:10]1[C:9]([C:3]2[CH:4]=[CH:5][C:6]([Cl:8])=[CH:7][C:2]=2[Cl:1])=[N:12][S:33][C:32]=1[C:31]([O:35][CH2:36][CH3:37])=[O:34].